Dataset: Forward reaction prediction with 1.9M reactions from USPTO patents (1976-2016). Task: Predict the product of the given reaction. Given the reactants [C:1]1([CH3:25])[CH:6]=[C:5]([CH3:7])[CH:4]=[C:3]([CH3:8])[C:2]=1[S:9]([N:12]1[CH:16]=[C:15]([CH:17]=O)[N:14]=[C:13]1[C:19]1[CH:24]=[CH:23][CH:22]=[CH:21][CH:20]=1)(=[O:11])=[O:10].CO.[CH3:28][NH2:29].[BH4-].[Na+].Cl.C(=O)([O-])O.[Na+], predict the reaction product. The product is: [C:1]1([CH3:25])[CH:6]=[C:5]([CH3:7])[CH:4]=[C:3]([CH3:8])[C:2]=1[S:9]([N:12]1[CH:16]=[C:15]([CH2:17][NH:29][CH3:28])[N:14]=[C:13]1[C:19]1[CH:24]=[CH:23][CH:22]=[CH:21][CH:20]=1)(=[O:11])=[O:10].